From a dataset of Full USPTO retrosynthesis dataset with 1.9M reactions from patents (1976-2016). Predict the reactants needed to synthesize the given product. (1) Given the product [Cl:1][C:2]1[CH:3]=[N:4][C:5]2[C:10]([C:11]=1[CH2:12][CH2:13][CH2:14][C:15]1([C:21]([O:23][CH2:24][CH3:25])=[O:22])[CH2:20][CH2:19][N:18]([CH2:35][CH2:36][OH:37])[CH2:17][CH2:16]1)=[CH:9][C:8]([O:26][CH3:27])=[CH:7][CH:6]=2, predict the reactants needed to synthesize it. The reactants are: [Cl:1][C:2]1[CH:3]=[N:4][C:5]2[C:10]([C:11]=1[CH2:12][CH2:13][CH2:14][C:15]1([C:21]([O:23][CH2:24][CH3:25])=[O:22])[CH2:20][CH2:19][NH:18][CH2:17][CH2:16]1)=[CH:9][C:8]([O:26][CH3:27])=[CH:7][CH:6]=2.C(=O)([O-])[O-].[K+].[K+].I[CH2:35][CH2:36][OH:37]. (2) Given the product [CH:17]1([CH2:20][O:15][C:14](=[O:16])[C@H:12]([CH3:13])[NH:11][C:9](=[O:10])[CH2:8][C:4]2[CH:5]=[CH:6][CH:7]=[C:2]([Cl:1])[CH:3]=2)[CH2:19][CH2:18]1, predict the reactants needed to synthesize it. The reactants are: [Cl:1][C:2]1[CH:3]=[C:4]([CH2:8][C:9]([NH:11][C@H:12]([C:14]([OH:16])=[O:15])[CH3:13])=[O:10])[CH:5]=[CH:6][CH:7]=1.[CH:17]1([CH2:20]O)[CH2:19][CH2:18]1. (3) Given the product [CH:13]1([C:11]2[N:12]=[C:7]([NH:26][C:27]3[CH:28]=[CH:29][C:30]([CH2:33][CH2:34][CH2:35][OH:36])=[CH:31][CH:32]=3)[C:8]3[S:21](=[O:23])(=[O:22])[CH2:20][CH2:19][CH2:18][C:9]=3[N:10]=2)[CH2:17][CH2:16][CH2:15][CH2:14]1, predict the reactants needed to synthesize it. The reactants are: FC(F)(F)S(O[C:7]1[C:8]2[S:21](=[O:23])(=[O:22])[CH2:20][CH2:19][CH2:18][C:9]=2[N:10]=[C:11]([CH:13]2[CH2:17][CH2:16][CH2:15][CH2:14]2)[N:12]=1)(=O)=O.[NH2:26][C:27]1[CH:32]=[CH:31][C:30]([CH2:33][CH2:34][CH2:35][OH:36])=[CH:29][CH:28]=1. (4) Given the product [C:60]([O:59][C@H:51]1[CH2:52][C:53]2[C:58](=[CH:57][CH:56]=[CH:55][CH:54]=2)[C@H:50]1[NH:49][C:44]1[N:43]=[C:42]([C:62]([O:64][CH3:65])=[O:63])[C:41]([C:35]2[CH:36]=[CH:37][C:38]([Cl:40])=[CH:39][C:34]=2[Cl:33])=[N:46][C:45]=1[O:47][CH3:48])(=[O:3])[CH3:61], predict the reactants needed to synthesize it. The reactants are: C(O[C@H]1CC2C(=CC=CC=2)[C@H]1NC1C(CC)=NC(C2C=CC(Cl)=CC=2Cl)=C(CC)N=1)(=[O:3])C.[Cl:33][C:34]1[CH:39]=[C:38]([Cl:40])[CH:37]=[CH:36][C:35]=1[C:41]1[C:42]([C:62]([O:64][CH3:65])=[O:63])=[N:43][C:44]([NH:49][C@@H:50]2[C:58]3[C:53](=[CH:54][CH:55]=[CH:56][CH:57]=3)[CH2:52][C@@H:51]2[O:59][CH2:60][CH3:61])=[C:45]([O:47][CH3:48])[N:46]=1. (5) Given the product [CH2:3]([O:10][C:11]1[C:12]([C@:21]2([CH2:45][O:46][CH2:47][C:48]3[CH:53]=[CH:52][CH:51]=[CH:50][CH:49]=3)[C:29]3[C:24](=[CH:25][CH:26]=[CH:27][CH:28]=3)[N:23]([CH:30]([C:37]3[CH:42]=[CH:41][CH:40]=[CH:39][CH:38]=3)[C:31]3[CH:32]=[CH:33][CH:34]=[CH:35][CH:36]=3)[C:22]2=[O:43])=[CH:13][C:14]2[O:19][CH2:18][CH2:17][O:16][C:15]=2[CH:20]=1)[C:4]1[CH:9]=[CH:8][CH:7]=[CH:6][CH:5]=1, predict the reactants needed to synthesize it. The reactants are: [OH-].[K+].[CH2:3]([O:10][C:11]1[C:12]([CH:21]2[C:29]3[C:24](=[CH:25][CH:26]=[CH:27][CH:28]=3)[N:23]([CH:30]([C:37]3[CH:42]=[CH:41][CH:40]=[CH:39][CH:38]=3)[C:31]3[CH:36]=[CH:35][CH:34]=[CH:33][CH:32]=3)[C:22]2=[O:43])=[CH:13][C:14]2[O:19][CH2:18][CH2:17][O:16][C:15]=2[CH:20]=1)[C:4]1[CH:9]=[CH:8][CH:7]=[CH:6][CH:5]=1.Cl[CH2:45][O:46][CH2:47][C:48]1[CH:53]=[CH:52][CH:51]=[CH:50][CH:49]=1.Cl.